Dataset: Forward reaction prediction with 1.9M reactions from USPTO patents (1976-2016). Task: Predict the product of the given reaction. Given the reactants [F:1][C:2]1[CH:22]=[CH:21][C:5]([O:6][C:7]2[CH:20]=[CH:19][C:10]([CH:11]=[C:12]3[S:16][C:15](=[O:17])[NH:14][C:13]3=[O:18])=[CH:9][CH:8]=2)=[CH:4][CH:3]=1.C([O-])([O-])=O.[K+].[K+].Cl[CH2:30][CH2:31][OH:32], predict the reaction product. The product is: [F:1][C:2]1[CH:22]=[CH:21][C:5]([O:6][C:7]2[CH:20]=[CH:19][C:10](/[CH:11]=[C:12]3/[C:13](=[O:18])[N:14]([CH2:30][CH2:31][OH:32])[C:15](=[O:17])[S:16]/3)=[CH:9][CH:8]=2)=[CH:4][CH:3]=1.